This data is from Catalyst prediction with 721,799 reactions and 888 catalyst types from USPTO. The task is: Predict which catalyst facilitates the given reaction. (1) Product: [Br-:1].[NH:8]([CH:7]=[CH:24][CH:25]=[CH:17][C:9]1[S:10][C:11]2[CH:16]=[CH:15][CH:14]=[CH:13][C:12]=2[N+:8]=1[CH2:7][CH2:6][CH:5]([C:2]([OH:4])=[O:3])[CH2:18][CH3:19])[C:12]1[CH:13]=[CH:14][CH:15]=[CH:16][CH:11]=1. The catalyst class is: 15. Reactant: [Br-:1].[C:2]([CH:5]([CH2:18][CH3:19])[CH2:6][CH2:7][N+:8]1[C:12]2[CH:13]=[CH:14][CH:15]=[CH:16][C:11]=2[S:10][C:9]=1[CH3:17])([OH:4])=[O:3].C(O[C:24](=O)[CH3:25])(=O)C. (2) Reactant: [C:1]([C:3]1[CH:8]=[CH:7][C:6]([CH:9]2[CH2:12][N:11]([C:13]([C:15]3[CH:16]=[CH:17][C:18]([CH3:40])=[C:19]([C:21]4[N:22]=[C:23]([CH:27]5[CH2:32][CH2:31][N:30]([C:33]([O:35]C(C)(C)C)=O)[CH2:29][CH2:28]5)[NH:24][C:25]=4[CH3:26])[CH:20]=3)=[O:14])[CH2:10]2)=[CH:5][CH:4]=1)#[N:2].F[C:42](F)(F)C(O)=O.CC1C=CC(C(N2CC(C3C=CC(C#N)=CC=3)C2)=O)=CC=1C1NC(C2CCNCC2)=NC=1C.C(OC(=O)C)(=O)C.C(N(CC)CC)C. Product: [C:33]([N:30]1[CH2:31][CH2:32][CH:27]([C:23]2[NH:22][C:21]([C:19]3[CH:20]=[C:15]([CH:16]=[CH:17][C:18]=3[CH3:40])[C:13]([N:11]3[CH2:10][CH:9]([C:6]4[CH:5]=[CH:4][C:3]([C:1]#[N:2])=[CH:8][CH:7]=4)[CH2:12]3)=[O:14])=[C:25]([CH3:26])[N:24]=2)[CH2:28][CH2:29]1)(=[O:35])[CH3:42]. The catalyst class is: 2. (3) Reactant: [CH3:1][O:2][CH2:3][CH:4]([N:8]1[C:17]2[C:12](=[CH:13][C:14]([C:18]3[CH:19]=[N:20][C:21]([NH:33][C:34]([NH:36][CH2:37][CH3:38])=[O:35])=[CH:22][C:23]=3[C:24]3[S:25][CH:26]=[C:27]([C:29]([F:32])([F:31])[F:30])[N:28]=3)=[CH:15][CH:16]=2)[C:11](=[O:39])[C:10]([C:40](O)=[O:41])=[CH:9]1)[CH2:5][O:6][CH3:7].F[P-](F)(F)(F)(F)F.N1(OC(N(C)C)=[N+](C)C)C2N=CC=CC=2N=N1.C(N(C(C)C)CC)(C)C.Cl.[NH2:77][CH:78]1[CH2:83][CH2:82][O:81][CH2:80][CH2:79]1. Product: [CH3:7][O:6][CH2:5][CH:4]([N:8]1[C:17]2[C:12](=[CH:13][C:14]([C:18]3[CH:19]=[N:20][C:21]([NH:33][C:34]([NH:36][CH2:37][CH3:38])=[O:35])=[CH:22][C:23]=3[C:24]3[S:25][CH:26]=[C:27]([C:29]([F:30])([F:31])[F:32])[N:28]=3)=[CH:15][CH:16]=2)[C:11](=[O:39])[C:10]([C:40]([NH:77][CH:78]2[CH2:83][CH2:82][O:81][CH2:80][CH2:79]2)=[O:41])=[CH:9]1)[CH2:3][O:2][CH3:1]. The catalyst class is: 18. (4) Reactant: [CH3:1][C:2]1[CH:7]=[CH:6][N:5]=[CH:4][C:3]=1[C:8]1[CH:17]=[C:16]2[C:11]([CH:12]=[C:13]([NH2:18])[N:14]=[CH:15]2)=[CH:10][CH:9]=1.[F:19][C@H:20]1[CH2:22][C@H:21]1[C:23](O)=[O:24].CN(C(ON1N=NC2C=CC=NC1=2)=[N+](C)C)C.F[P-](F)(F)(F)(F)F.C(N(CC)C(C)C)(C)C. Product: [F:19][C@H:20]1[CH2:22][C@H:21]1[C:23]([NH:18][C:13]1[N:14]=[CH:15][C:16]2[C:11]([CH:12]=1)=[CH:10][CH:9]=[C:8]([C:3]1[CH:4]=[N:5][CH:6]=[CH:7][C:2]=1[CH3:1])[CH:17]=2)=[O:24]. The catalyst class is: 42.